This data is from Forward reaction prediction with 1.9M reactions from USPTO patents (1976-2016). The task is: Predict the product of the given reaction. (1) The product is: [CH2:1]([O:8][N:9]([CH2:16][C:17]1[C:22]([O:23][CH3:24])=[CH:21][C:20]([O:25][CH3:26])=[CH:19][C:18]=1[O:27][CH3:28])[C:10](=[O:15])[CH2:11][CH2:12][CH:34]1[C:35](=[O:36])[O:37][C:30]([CH3:38])([CH3:29])[O:31][C:32]1=[O:33])[C:2]1[CH:7]=[CH:6][CH:5]=[CH:4][CH:3]=1. Given the reactants [CH2:1]([O:8][N:9]([CH2:16][C:17]1[C:22]([O:23][CH3:24])=[CH:21][C:20]([O:25][CH3:26])=[CH:19][C:18]=1[O:27][CH3:28])[C:10](=[O:15])[CH2:11][C:12](O)=O)[C:2]1[CH:7]=[CH:6][CH:5]=[CH:4][CH:3]=1.[CH3:29][C:30]1([CH3:38])[O:37][C:35](=[O:36])[CH2:34][C:32](=[O:33])[O:31]1.C1CCC(N=C=NC2CCCCC2)CC1.[BH4-].[Na+], predict the reaction product. (2) Given the reactants [CH3:1][C@H:2]1[C@:19]([OH:25])([C:20]([S:22][CH2:23][F:24])=[O:21])[C@:18]2([CH3:26])[C@H:4]([C@H:5]3[C@:15]([F:28])([C@@H:16]([OH:27])[CH2:17]2)[C@:14]2([CH3:29])[C:8](=[CH:9][C:10]([CH:12]=[CH:13]2)=[O:11])[C@@H:7]([F:30])[CH2:6]3)[CH2:3]1, predict the reaction product. The product is: [CH3:8][CH2:9][C:10]([O:25][C@@:19]1([C:20]([S:22][CH2:23][F:24])=[O:21])[C@@:18]2([CH3:26])[CH2:17][C@H:16]([OH:27])[C@:15]3([F:28])[C@:14]4([CH3:29])[C:8](=[CH:9][C:10]([CH:12]=[CH:13]4)=[O:11])[C@@H:7]([F:30])[CH2:6][C@H:5]3[C@@H:4]2[CH2:3][C@H:2]1[CH3:1])=[O:11]. (3) The product is: [C:23]([O:22][C:20]([CH2:19][N:11]([C:12]([O:14][C:15]([CH3:17])([CH3:16])[CH3:18])=[O:13])[CH:10]([C:9]([OH:31])=[O:8])[CH2:27][CH:28]([CH3:30])[CH3:29])=[O:21])([CH3:24])([CH3:25])[CH3:26]. Given the reactants C([O:8][C:9](=[O:31])[CH:10]([CH2:27][CH:28]([CH3:30])[CH3:29])[N:11]([CH2:19][C:20]([O:22][C:23]([CH3:26])([CH3:25])[CH3:24])=[O:21])[C:12]([O:14][C:15]([CH3:18])([CH3:17])[CH3:16])=[O:13])C1C=CC=CC=1.[H][H], predict the reaction product. (4) Given the reactants [C:1]([OH:6])(=[O:5])[C@H:2]([CH3:4])[OH:3].C(=O)([O-])[O-].[Cs+].[Cs+].Br[CH2:14][C:15]([C:17]1[CH:22]=[CH:21][C:20]([O:23][CH3:24])=[CH:19][CH:18]=1)=[O:16], predict the reaction product. The product is: [CH3:24][O:23][C:20]1[CH:21]=[CH:22][C:17]([C:15](=[O:16])[CH2:14][O:5][C:1](=[O:6])[C@@H:2]([OH:3])[CH3:4])=[CH:18][CH:19]=1.